Predict the reactants needed to synthesize the given product. From a dataset of Full USPTO retrosynthesis dataset with 1.9M reactions from patents (1976-2016). (1) Given the product [CH3:11][O:12][C:13]1[CH:14]=[C:15]([C:2]2[CH:10]=[CH:9][CH:8]=[C:7]3[C:3]=2[CH:4]=[CH:5][NH:6]3)[CH:16]=[CH:17][C:18]=1[O:19][CH3:20], predict the reactants needed to synthesize it. The reactants are: Br[C:2]1[CH:10]=[CH:9][CH:8]=[C:7]2[C:3]=1[CH:4]=[CH:5][NH:6]2.[CH3:11][O:12][C:13]1[CH:14]=[C:15](B(O)O)[CH:16]=[CH:17][C:18]=1[O:19][CH3:20].O1CCCC1. (2) Given the product [CH2:1]([N:7]1[C:15]2[C:10](=[CH:11][CH:12]=[CH:13][CH:14]=2)[C:9]2([C:16]3[CH:17]=[C:18]4[O:22][CH2:21][O:20][C:19]4=[CH:23][C:24]=3[O:29][C:27](=[O:28])[CH2:26]2)[C:8]1=[O:30])[CH2:2][CH2:3][CH2:4][CH2:5][CH3:6], predict the reactants needed to synthesize it. The reactants are: [CH2:1]([N:7]1[C:15]2[C:10](=[CH:11][CH:12]=[CH:13][CH:14]=2)[C:9]([CH2:26][C:27]([O-:29])=[O:28])([C:16]2[C:24](O)=[CH:23][C:19]3[O:20][CH2:21][O:22][C:18]=3[CH:17]=2)[C:8]1=[O:30])[CH2:2][CH2:3][CH2:4][CH2:5][CH3:6].[OH-].[Li+]. (3) The reactants are: [NH2:1][C:2]1[CH:3]=[C:4]([CH2:9][C:10]([O:12][CH3:13])=[O:11])[CH:5]=[CH:6][C:7]=1[OH:8].Cl[C:15](Cl)([O:17]C(=O)OC(Cl)(Cl)Cl)Cl. Given the product [O:17]=[C:15]1[NH:1][C:2]2[CH:3]=[C:4]([CH2:9][C:10]([O:12][CH3:13])=[O:11])[CH:5]=[CH:6][C:7]=2[O:8]1, predict the reactants needed to synthesize it.